From a dataset of Full USPTO retrosynthesis dataset with 1.9M reactions from patents (1976-2016). Predict the reactants needed to synthesize the given product. (1) Given the product [OH:20][C@H:17]1[CH2:18][CH2:19][N:15]([CH2:14][C@@H:13]([N:21]([CH3:22])[C:34](=[O:36])[CH2:33][C:28]2[CH:27]=[C:26]3[C:31]([CH2:32][C:24](=[O:23])[NH:25]3)=[CH:30][CH:29]=2)[C:9]2[CH:10]=[CH:11][CH:12]=[C:7]([C:4]3[N:5]=[N:6][N:2]([CH3:1])[N:3]=3)[CH:8]=2)[CH2:16]1, predict the reactants needed to synthesize it. The reactants are: [CH3:1][N:2]1[N:6]=[N:5][C:4]([C:7]2[CH:8]=[C:9]([C@H:13]([NH:21][CH3:22])[CH2:14][N:15]3[CH2:19][CH2:18][C@H:17]([OH:20])[CH2:16]3)[CH:10]=[CH:11][CH:12]=2)=[N:3]1.[O:23]=[C:24]1[CH2:32][C:31]2[C:26](=[CH:27][C:28]([CH2:33][C:34]([OH:36])=O)=[CH:29][CH:30]=2)[NH:25]1.C(Cl)CCl.N1(O)C2C=CC=CC=2N=N1. (2) Given the product [NH:8]1[C:16]2[C:11](=[CH:12][CH:13]=[CH:14][CH:15]=2)[CH:10]=[C:9]1[C:17]1[CH:18]=[C:19]2[C:24](=[C:25]([C:27]3[C:36]4[C:31](=[CH:32][CH:33]=[CH:34][CH:35]=4)[CH:30]=[CH:29][CH:28]=3)[CH:26]=1)[N:23]=[C:22]([P:37](=[O:38])([OH:42])[OH:39])[CH:21]=[CH:20]2, predict the reactants needed to synthesize it. The reactants are: C(OC([N:8]1[C:16]2[C:11](=[CH:12][CH:13]=[CH:14][CH:15]=2)[CH:10]=[C:9]1[C:17]1[CH:18]=[C:19]2[C:24](=[C:25]([C:27]3[C:36]4[C:31](=[CH:32][CH:33]=[CH:34][CH:35]=4)[CH:30]=[CH:29][CH:28]=3)[CH:26]=1)[N:23]=[C:22]([P:37]([O:42]CC)([O:39]CC)=[O:38])[CH:21]=[CH:20]2)=O)(C)(C)C.Br[Si](C)(C)C. (3) Given the product [CH3:43][N:3]1[NH:2][N:1]=[C:5]([C:6]2[CH:7]=[CH:8][C:9]([NH:12][C:13]([CH:15]3[CH:19]([C:20]4[CH:25]=[CH:24][CH:23]=[C:22]([Cl:26])[C:21]=4[CH3:27])[C:18]([C:30]4[CH:35]=[CH:34][C:33]([Cl:36])=[CH:32][C:31]=4[F:37])([C:28]#[N:29])[CH:17]([CH2:38][C:39]([CH3:42])([CH3:41])[CH3:40])[NH:16]3)=[O:14])=[CH:10][CH:11]=2)[NH:4]1, predict the reactants needed to synthesize it. The reactants are: [NH:1]1[C:5]([C:6]2[CH:11]=[CH:10][C:9]([NH:12][C:13]([CH:15]3[CH:19]([C:20]4[CH:25]=[CH:24][CH:23]=[C:22]([Cl:26])[C:21]=4[CH3:27])[C:18]([C:30]4[CH:35]=[CH:34][C:33]([Cl:36])=[CH:32][C:31]=4[F:37])([C:28]#[N:29])[CH:17]([CH2:38][C:39]([CH3:42])([CH3:41])[CH3:40])[NH:16]3)=[O:14])=[CH:8][CH:7]=2)=[N:4][N:3]=[N:2]1.[C:43](=O)(O)[O-].[Na+].S(OC)(OC)(=O)=O. (4) Given the product [N+:21]([C:12]1[C:13]2[C:18](=[CH:17][CH:16]=[CH:15][CH:14]=2)[CH:19]=[CH:20][C:11]=1[C:2]([C:3]1[CH:4]=[C:5]([CH:8]=[CH:9][CH:10]=1)[C:6]#[N:7])=[O:1])([O-:23])=[O:22], predict the reactants needed to synthesize it. The reactants are: [OH:1][CH:2]([C:11]1[CH:20]=[CH:19][C:18]2[C:13](=[CH:14][CH:15]=[CH:16][CH:17]=2)[C:12]=1[N+:21]([O-:23])=[O:22])[C:3]1[CH:4]=[C:5]([CH:8]=[CH:9][CH:10]=1)[C:6]#[N:7].[Cr](O[Cr]([O-])(=O)=O)([O-])(=O)=O.[NH+]1C=CC=CC=1.[NH+]1C=CC=CC=1. (5) Given the product [Cl:1][C:2]1[CH:3]=[CH:4][C:5]([C:8]([CH3:13])([CH3:12])[C:9]([NH:14][CH2:15][CH2:16][CH2:17][N:18]2[CH2:23][CH2:22][CH:21]([C:24]3[CH:25]=[CH:26][C:27]([F:36])=[C:28]([NH:30][C:31](=[O:35])[CH:32]([CH3:33])[CH3:34])[CH:29]=3)[CH2:20][CH2:19]2)=[O:11])=[CH:6][CH:7]=1, predict the reactants needed to synthesize it. The reactants are: [Cl:1][C:2]1[CH:7]=[CH:6][C:5]([C:8]([CH3:13])([CH3:12])[C:9]([OH:11])=O)=[CH:4][CH:3]=1.[NH2:14][CH2:15][CH2:16][CH2:17][N:18]1[CH2:23][CH2:22][CH:21]([C:24]2[CH:25]=[CH:26][C:27]([F:36])=[C:28]([NH:30][C:31](=[O:35])[CH:32]([CH3:34])[CH3:33])[CH:29]=2)[CH2:20][CH2:19]1. (6) Given the product [F:28][C:22]1[CH:21]=[C:20]([C:6]2[CH:5]=[C:4]([C:1]([NH2:2])=[O:3])[C:16]3[NH:15][C:14]4[C:9]([C:8]=3[CH:7]=2)=[CH:10][C:11]([C:17]([NH:37][S:34]([CH3:33])(=[O:36])=[O:35])=[O:18])=[CH:12][CH:13]=4)[CH:25]=[CH:24][C:23]=1[O:26][CH3:27], predict the reactants needed to synthesize it. The reactants are: [C:1]([C:4]1[CH:5]=[C:6]([C:20]2[CH:25]=[CH:24][C:23]([O:26][CH3:27])=[C:22]([F:28])[CH:21]=2)[CH:7]=[C:8]2[C:16]=1[NH:15][C:14]1[CH:13]=[CH:12][C:11]([C:17](O)=[O:18])=[CH:10][C:9]2=1)(=[O:3])[NH2:2].C(Cl)CCl.[CH3:33][S:34]([NH2:37])(=[O:36])=[O:35]. (7) Given the product [CH3:14][O:15][CH2:3][CH:2]([CH:4]1[CH2:13][CH2:12][C:7]2([O:11][CH2:10][CH2:9][O:8]2)[CH2:6][CH2:5]1)[OH:1], predict the reactants needed to synthesize it. The reactants are: [O:1]1[CH2:3][CH:2]1[CH:4]1[CH2:13][CH2:12][C:7]2([O:11][CH2:10][CH2:9][O:8]2)[CH2:6][CH2:5]1.[CH3:14][O-:15].[Na+].